From a dataset of Full USPTO retrosynthesis dataset with 1.9M reactions from patents (1976-2016). Predict the reactants needed to synthesize the given product. (1) Given the product [Cl:17][C:15]1[C:14]([NH:25][C:24]2[CH:26]=[CH:27][CH:28]=[CH:29][C:23]=2[F:22])=[N:13][CH:12]=[C:11]([C:9]2[N:8]([CH2:19][CH2:20][CH3:21])[C:7]3[C:2]([Cl:1])=[CH:3][CH:4]=[CH:5][C:6]=3[N:10]=2)[CH:16]=1, predict the reactants needed to synthesize it. The reactants are: [Cl:1][C:2]1[C:7]2[N:8]([CH2:19][CH2:20][CH3:21])[C:9]([C:11]3[CH:12]=[N:13][C:14](Cl)=[C:15]([Cl:17])[CH:16]=3)=[N:10][C:6]=2[CH:5]=[CH:4][CH:3]=1.[F:22][C:23]1[CH:29]=[CH:28][CH:27]=[CH:26][C:24]=1[NH2:25]. (2) The reactants are: [Br:1][C:2]1[CH:7]=[CH:6][C:5]([N+:8]([O-:10])=[O:9])=[CH:4][C:3]=1[NH:11][C:12](=[O:15])[CH2:13]Cl.[NH:16]1[CH2:21][CH2:20][O:19][CH2:18][CH2:17]1.C(N(CC)CC)C.[I-].[K+]. Given the product [Br:1][C:2]1[CH:7]=[CH:6][C:5]([N+:8]([O-:10])=[O:9])=[CH:4][C:3]=1[NH:11][C:12](=[O:15])[CH2:13][N:16]1[CH2:21][CH2:20][O:19][CH2:18][CH2:17]1, predict the reactants needed to synthesize it. (3) Given the product [CH3:32][C:28]1[CH:29]=[CH:30][CH:31]=[C:26]([CH3:25])[C:27]=1[NH:33][C:34]([NH:1][C:2]1[C:11]2[C:6](=[CH:7][C:8]([O:14][CH2:15][CH:16]3[CH2:21][CH2:20][N:19]([CH3:22])[CH2:18][CH2:17]3)=[C:9]([O:12][CH3:13])[CH:10]=2)[N:5]=[CH:4][N:3]=1)=[S:35], predict the reactants needed to synthesize it. The reactants are: [NH2:1][C:2]1[C:11]2[C:6](=[CH:7][C:8]([O:14][CH2:15][CH:16]3[CH2:21][CH2:20][N:19]([CH3:22])[CH2:18][CH2:17]3)=[C:9]([O:12][CH3:13])[CH:10]=2)[N:5]=[CH:4][N:3]=1.[H-].[Na+].[CH3:25][C:26]1[CH:31]=[CH:30][CH:29]=[C:28]([CH3:32])[C:27]=1[N:33]=[C:34]=[S:35]. (4) Given the product [C:27]1([C:7]2[S:6][C:5]([C:3]([OH:4])=[O:2])=[C:9]([N:10]([C@H:20]3[CH2:21][CH2:22][C@@H:23]([F:26])[CH2:24][CH2:25]3)[C:11]([C@H:13]3[CH2:18][CH2:17][C@H:16]([CH3:19])[CH2:15][CH2:14]3)=[O:12])[CH:8]=2)[CH2:32][CH2:31][CH2:30][CH2:29][CH:28]=1, predict the reactants needed to synthesize it. The reactants are: C[O:2][C:3]([C:5]1[S:6][C:7]([C:27]2[CH2:32][CH2:31][CH2:30][CH2:29][CH:28]=2)=[CH:8][C:9]=1[N:10]([C@H:20]1[CH2:25][CH2:24][C@@H:23]([F:26])[CH2:22][CH2:21]1)[C:11]([C@H:13]1[CH2:18][CH2:17][C@H:16]([CH3:19])[CH2:15][CH2:14]1)=[O:12])=[O:4]. (5) Given the product [NH2:27][C:13](=[O:14])[CH:12]([NH:11][C:9](=[O:10])[O:8][CH2:1][C:2]1[CH:7]=[CH:6][CH:5]=[CH:4][CH:3]=1)[CH2:16][C:17]([F:20])([F:19])[F:18], predict the reactants needed to synthesize it. The reactants are: [CH2:1]([O:8][C:9]([NH:11][CH:12]([CH2:16][C:17]([F:20])([F:19])[F:18])[C:13](O)=[O:14])=[O:10])[C:2]1[CH:7]=[CH:6][CH:5]=[CH:4][CH:3]=1.C1C=C2[N:27]=NN(O)C2=CC=1.O.C(Cl)CCl.[NH4+].[OH-]. (6) Given the product [CH2:1]([O:3][C:4](=[O:27])[C@@H:5]([NH:26][C:31]1[CH2:32][CH2:33][C:34](=[O:35])[C:30]=1[CH2:28][CH3:29])[CH2:6][C:7]1[CH:12]=[CH:11][C:10]([NH:13][C:14]2[C:23]3[C:18](=[CH:19][CH:20]=[CH:21][CH:22]=3)[CH:17]=[C:16]([CH2:24][CH3:25])[N:15]=2)=[CH:9][CH:8]=1)[CH3:2], predict the reactants needed to synthesize it. The reactants are: [CH2:1]([O:3][C:4](=[O:27])[C@@H:5]([NH2:26])[CH2:6][C:7]1[CH:12]=[CH:11][C:10]([NH:13][C:14]2[C:23]3[C:18](=[CH:19][CH:20]=[CH:21][CH:22]=3)[CH:17]=[C:16]([CH2:24][CH3:25])[N:15]=2)=[CH:9][CH:8]=1)[CH3:2].[CH2:28]([CH:30]1[C:34](=[O:35])[CH2:33][CH2:32][C:31]1=O)[CH3:29]. (7) The reactants are: [NH2:1][C:2]1[CH:9]=[CH:8][CH:7]=[C:6](Br)[C:3]=1[C:4]#[N:5].[CH3:11][C:12]([CH3:18])=[C:13](B(O)O)[CH3:14]. Given the product [NH2:1][C:2]1[CH:9]=[CH:8][CH:7]=[C:6]([C:13](=[C:12]([CH3:18])[CH3:11])[CH3:14])[C:3]=1[C:4]#[N:5], predict the reactants needed to synthesize it.